Dataset: Full USPTO retrosynthesis dataset with 1.9M reactions from patents (1976-2016). Task: Predict the reactants needed to synthesize the given product. (1) Given the product [Br-:15].[CH2:6]([S+:1]1[CH2:5][CH2:4][CH2:3][CH2:2]1)[C:7]([C:9]1[CH:14]=[CH:13][CH:12]=[CH:11][CH:10]=1)=[O:8], predict the reactants needed to synthesize it. The reactants are: [S:1]1[CH2:5][CH2:4][CH2:3][CH2:2]1.[CH2:6]([Br:15])[C:7]([C:9]1[CH:14]=[CH:13][CH:12]=[CH:11][CH:10]=1)=[O:8]. (2) Given the product [CH3:13][O:14][C:15](=[O:23])[C:16]1[CH:21]=[CH:20][C:19]([NH:22][C:2]2[CH:9]=[CH:8][C:5]([C:6]#[N:7])=[CH:4][C:3]=2[N+:10]([O-:12])=[O:11])=[CH:18][CH:17]=1, predict the reactants needed to synthesize it. The reactants are: F[C:2]1[CH:9]=[CH:8][C:5]([C:6]#[N:7])=[CH:4][C:3]=1[N+:10]([O-:12])=[O:11].[CH3:13][O:14][C:15](=[O:23])[C:16]1[CH:21]=[CH:20][C:19]([NH2:22])=[CH:18][CH:17]=1.CC(C)([O-])C.[K+]. (3) Given the product [Br:1][C:2]1[CH:7]=[CH:6][C:5]([NH:8][C:9]([NH:11][C:12]2[CH:17]=[CH:16][C:15]([O:18][C:19]3[CH:24]=[C:23]([NH:31][CH3:30])[N:22]=[CH:21][N:20]=3)=[CH:14][CH:13]=2)=[O:10])=[CH:4][C:3]=1[C:26]([F:29])([F:28])[F:27], predict the reactants needed to synthesize it. The reactants are: [Br:1][C:2]1[CH:7]=[CH:6][C:5]([NH:8][C:9]([NH:11][C:12]2[CH:17]=[CH:16][C:15]([O:18][C:19]3[CH:24]=[C:23](Cl)[N:22]=[CH:21][N:20]=3)=[CH:14][CH:13]=2)=[O:10])=[CH:4][C:3]=1[C:26]([F:29])([F:28])[F:27].[CH3:30][NH2:31]. (4) Given the product [CH2:8]1[O:18][C:17]2[CH:16]=[CH:15][C:12]([CH:13]=[C:3]([C:2](=[O:7])[CH3:1])[C:4](=[O:6])[CH3:5])=[CH:11][C:10]=2[O:9]1, predict the reactants needed to synthesize it. The reactants are: [CH3:1][C:2](=[O:7])[CH2:3][C:4](=[O:6])[CH3:5].[CH2:8]1[O:18][C:17]2[CH:16]=[CH:15][C:12]([CH:13]=O)=[CH:11][C:10]=2[O:9]1.N1CCCCC1.CC(O)=O.